Dataset: Forward reaction prediction with 1.9M reactions from USPTO patents (1976-2016). Task: Predict the product of the given reaction. (1) Given the reactants [CH3:1][O:2][C:3]1[CH:8]=[CH:7][C:6]([S:9]([N:12]([CH2:24][C:25]2[CH:26]=[N:27][CH:28]=[CH:29][CH:30]=2)[C@@H:13]([CH2:21][CH2:22][F:23])[C:14]([O:16]C(C)(C)C)=[O:15])(=[O:11])=[O:10])=[CH:5][CH:4]=1.FC(F)(F)C(O)=O, predict the reaction product. The product is: [CH3:1][O:2][C:3]1[CH:4]=[CH:5][C:6]([S:9]([N:12]([CH2:24][C:25]2[CH:26]=[N:27][CH:28]=[CH:29][CH:30]=2)[C@@H:13]([CH2:21][CH2:22][F:23])[C:14]([OH:16])=[O:15])(=[O:11])=[O:10])=[CH:7][CH:8]=1. (2) Given the reactants [C:1](Cl)(=[O:5])[C:2]([CH3:4])=[CH2:3].N1C=CC=CC=1.[N:13]([CH2:16][CH2:17][CH2:18][OH:19])=[N+:14]=[N-:15], predict the reaction product. The product is: [C:1]([O:19][CH2:18][CH2:17][CH2:16][N:13]=[N+:14]=[N-:15])(=[O:5])[C:2]([CH3:4])=[CH2:3]. (3) Given the reactants [Br:1][C:2]1[C:9]([O:10][CH3:11])=[N:8][C:7]([C:12]([F:15])([F:14])[F:13])=[C:6]([Br:16])[C:3]=1[CH:4]=[O:5].[BH4-].[Na+], predict the reaction product. The product is: [Br:1][C:2]1[C:9]([O:10][CH3:11])=[N:8][C:7]([C:12]([F:15])([F:14])[F:13])=[C:6]([Br:16])[C:3]=1[CH2:4][OH:5]. (4) Given the reactants [C:1]([O:5][C:6]([N:8]1[CH2:12][C:11](=[CH:13][C:14]2[CH:19]=[CH:18][CH:17]=[C:16]([F:20])[CH:15]=2)[CH2:10][CH:9]1[C:21]([OH:23])=[O:22])=[O:7])([CH3:4])([CH3:3])[CH3:2].[CH:24]1([CH3:34])[CH2:29][CH2:28][CH:27]([CH:30]([CH3:32])[CH3:31])[CH:26](O)[CH2:25]1.CN(C1C=CC=CN=1)C.C1(N=C=NC2CCCCC2)CCCCC1, predict the reaction product. The product is: [CH:30]([CH:27]1[CH2:28][CH2:29][CH:24]([CH3:34])[CH2:25][CH:26]1[O:22][C:21]([CH:9]1[CH2:10][C:11](=[CH:13][C:14]2[CH:19]=[CH:18][CH:17]=[C:16]([F:20])[CH:15]=2)[CH2:12][N:8]1[C:6]([O:5][C:1]([CH3:4])([CH3:2])[CH3:3])=[O:7])=[O:23])([CH3:32])[CH3:31]. (5) Given the reactants [H-].[Na+].[Br:3][C:4]1[CH:5]=[N:6][NH:7][CH:8]=1.CC(C)=O.C(=O)=O.[C:16]([F:20])([F:19])(Br)[Br:17], predict the reaction product. The product is: [Br:3][C:4]1[CH:5]=[N:6][N:7]([C:16]([Br:17])([F:20])[F:19])[CH:8]=1. (6) The product is: [I:15][C:11]1[C:7]([C:4]2[S:5][CH:6]=[C:2]([CH3:1])[CH:3]=2)=[N:8][N:9]([CH2:12][CH2:13][CH3:14])[CH:10]=1. Given the reactants [CH3:1][C:2]1[CH:3]=[C:4]([C:7]2[CH:11]=[CH:10][N:9]([CH2:12][CH2:13][CH3:14])[N:8]=2)[S:5][CH:6]=1.[I:15]N1C(=O)CCC1=O.S([O-])([O-])(=O)=S.[Na+].[Na+].C(=O)([O-])[O-].[Na+].[Na+], predict the reaction product.